This data is from Forward reaction prediction with 1.9M reactions from USPTO patents (1976-2016). The task is: Predict the product of the given reaction. (1) Given the reactants [Cl:1][C:2]1[CH:3]=[C:4]([C:33]2[CH:38]=[CH:37][C:36]([C:39]([OH:41])=O)=[CH:35][CH:34]=2)[CH:5]=[C:6]([Cl:32])[C:7]=1[CH2:8][C@@H:9]1[CH2:13][CH2:12][N:11]([N:14]2[CH2:19][CH2:18][CH:17]([O:20][Si:21]([CH:28]([CH3:30])[CH3:29])([CH:25]([CH3:27])[CH3:26])[CH:22]([CH3:24])[CH3:23])[CH2:16][CH2:15]2)[C:10]1=[O:31].C(N1C=CN=C1)(N1C=CN=C1)=O.Cl.[F:55][C:56]1([F:62])[CH2:61][CH2:60][NH:59][CH2:58][CH2:57]1.C(N(C(C)C)CC)(C)C, predict the reaction product. The product is: [Cl:32][C:6]1[CH:5]=[C:4]([C:33]2[CH:34]=[CH:35][C:36]([C:39]([N:59]3[CH2:60][CH2:61][C:56]([F:62])([F:55])[CH2:57][CH2:58]3)=[O:41])=[CH:37][CH:38]=2)[CH:3]=[C:2]([Cl:1])[C:7]=1[CH2:8][C@@H:9]1[CH2:13][CH2:12][N:11]([N:14]2[CH2:15][CH2:16][CH:17]([O:20][Si:21]([CH:25]([CH3:26])[CH3:27])([CH:22]([CH3:24])[CH3:23])[CH:28]([CH3:29])[CH3:30])[CH2:18][CH2:19]2)[C:10]1=[O:31]. (2) Given the reactants [C:1]([O:5][C:6](=[O:25])[NH:7][C:8]1[CH:13]=[CH:12][CH:11]=[C:10]([CH2:14][CH2:15][C:16]2[CH:21]=[C:20]([NH2:22])[CH:19]=[CH:18][C:17]=2[O:23][CH3:24])[CH:9]=1)([CH3:4])([CH3:3])[CH3:2].C(=O)([O-])[O-].[K+].[K+].[Cl:32][C:33]1[N:38]=[C:37](Cl)[C:36]([Cl:40])=[CH:35][N:34]=1, predict the reaction product. The product is: [C:1]([O:5][C:6](=[O:25])[NH:7][C:8]1[CH:13]=[CH:12][CH:11]=[C:10]([CH2:14][CH2:15][C:16]2[CH:21]=[C:20]([NH:22][C:35]3[C:36]([Cl:40])=[CH:37][N:38]=[C:33]([Cl:32])[N:34]=3)[CH:19]=[CH:18][C:17]=2[O:23][CH3:24])[CH:9]=1)([CH3:4])([CH3:3])[CH3:2].